Dataset: Forward reaction prediction with 1.9M reactions from USPTO patents (1976-2016). Task: Predict the product of the given reaction. Given the reactants F[C:2]1[CH:9]=[CH:8][C:5]([C:6]#[N:7])=[CH:4][C:3]=1[C:10]([F:13])([F:12])[F:11].Cl.[F:15][CH:16]1[CH2:21][CH2:20][NH:19][CH2:18][CH2:17]1.C(=O)([O-])[O-].[K+].[K+], predict the reaction product. The product is: [F:15][CH:16]1[CH2:21][CH2:20][N:19]([C:2]2[CH:9]=[CH:8][C:5]([C:6]#[N:7])=[CH:4][C:3]=2[C:10]([F:13])([F:12])[F:11])[CH2:18][CH2:17]1.